Dataset: Catalyst prediction with 721,799 reactions and 888 catalyst types from USPTO. Task: Predict which catalyst facilitates the given reaction. (1) Reactant: [Cl:1][C:2]1[C:10]([C:11]2[CH:12]=[CH:13][C:14]([NH2:17])=[N:15][CH:16]=2)=[CH:9][C:5]2[O:6][CH2:7][CH2:8][C:4]=2[CH:3]=1.[F:18][C:19]1[CH:27]=[CH:26][CH:25]=[C:24]([F:28])[C:20]=1[C:21](Cl)=[O:22].CCN(C(C)C)C(C)C.C([O-])(O)=O.[Na+].C(Cl)Cl. Product: [F:18][C:19]1[CH:27]=[CH:26][CH:25]=[C:24]([F:28])[C:20]=1[C:21]([NH:17][C:14]1[CH:13]=[CH:12][C:11]([C:10]2[C:2]([Cl:1])=[CH:3][C:4]3[CH2:8][CH2:7][O:6][C:5]=3[CH:9]=2)=[CH:16][N:15]=1)=[O:22]. The catalyst class is: 2. (2) Reactant: [CH3:1][NH:2][C:3]1[C:8]([NH2:9])=[CH:7][C:6]([C:10]([F:13])([F:12])[F:11])=[CH:5][N:4]=1.[CH3:14][C:15]1[CH:23]=[N:22][CH:21]=[CH:20][C:16]=1[C:17](O)=O.CCN=C=NCCCN(C)C.N1C=CC=CC=1. Product: [CH3:1][N:2]1[C:3]2=[N:4][CH:5]=[C:6]([C:10]([F:13])([F:11])[F:12])[CH:7]=[C:8]2[N:9]=[C:17]1[C:16]1[CH:20]=[CH:21][N:22]=[CH:23][C:15]=1[CH3:14]. The catalyst class is: 6. (3) Reactant: [OH:1][C@H:2]1[CH2:7][CH2:6][CH2:5][CH2:4][C@@H:3]1[NH:8][C:9]([C:11]1[C:15]2=[N:16][CH:17]=[CH:18][CH:19]=[C:14]2[N:13](C(OC(C)(C)C)=O)[CH:12]=1)=[O:10].C(O)(C(F)(F)F)=O. Product: [OH:1][C@H:2]1[CH2:7][CH2:6][CH2:5][CH2:4][C@@H:3]1[NH:8][C:9]([C:11]1[C:15]2=[N:16][CH:17]=[CH:18][CH:19]=[C:14]2[NH:13][CH:12]=1)=[O:10]. The catalyst class is: 2. (4) Reactant: [Br:1][C:2]1[CH:3]=[C:4]([N+:9]([O-])=O)[CH:5]=[CH:6][C:7]=1[Cl:8]. Product: [Br:1][C:2]1[CH:3]=[C:4]([CH:5]=[CH:6][C:7]=1[Cl:8])[NH2:9]. The catalyst class is: 470. (5) Reactant: [CH3:1][O:2][C:3]1[C:8]([CH2:9][NH:10][C:11]2[CH:24]=[CH:23][C:14]3[C@H:15]([CH2:18][C:19]([O:21]C)=[O:20])[CH2:16][O:17][C:13]=3[CH:12]=2)=[CH:7][CH:6]=[CH:5][C:4]=1[C:25]1[C:30]([CH3:31])=[CH:29][CH:28]=[CH:27][C:26]=1[CH3:32].[OH-].[Na+]. Product: [CH3:1][O:2][C:3]1[C:8]([CH2:9][NH:10][C:11]2[CH:24]=[CH:23][C:14]3[C@H:15]([CH2:18][C:19]([OH:21])=[O:20])[CH2:16][O:17][C:13]=3[CH:12]=2)=[CH:7][CH:6]=[CH:5][C:4]=1[C:25]1[C:30]([CH3:31])=[CH:29][CH:28]=[CH:27][C:26]=1[CH3:32]. The catalyst class is: 111. (6) Reactant: [NH2:1][CH:2]([CH:20]([CH3:22])[CH3:21])[C:3]([N:5]1[CH2:10][CH2:9][CH:8]([CH2:11][C:12]2[CH:17]=[CH:16][C:15]([Cl:18])=[C:14]([Cl:19])[CH:13]=2)[CH2:7][CH2:6]1)=O.B.C1COCC1.Cl. Product: [Cl:19][C:14]1[CH:13]=[C:12]([CH:17]=[CH:16][C:15]=1[Cl:18])[CH2:11][CH:8]1[CH2:7][CH2:6][N:5]([CH2:3][CH:2]([NH2:1])[CH:20]([CH3:22])[CH3:21])[CH2:10][CH2:9]1. The catalyst class is: 1. (7) Reactant: [CH3:1][O:2][C:3]1[CH:12]=[CH:11][C:6]([C:7]([O:9][CH3:10])=[O:8])=[CH:5][C:4]=1[O:13][CH2:14][CH2:15][CH2:16][N:17]1[CH2:22][CH2:21][O:20][CH2:19][CH2:18]1.[N+:23]([O-])([OH:25])=[O:24].OS(O)(=O)=O.O. Product: [N+:23]([C:11]1[CH:12]=[C:3]([O:2][CH3:1])[C:4]([O:13][CH2:14][CH2:15][CH2:16][N:17]2[CH2:18][CH2:19][O:20][CH2:21][CH2:22]2)=[CH:5][C:6]=1[C:7]([O:9][CH3:10])=[O:8])([O-:25])=[O:24]. The catalyst class is: 15. (8) Reactant: [N+:1]([C:4]1[CH:9]=[C:8](B2OC(C)(C)C(C)(C)O2)[CH:7]=[CH:6][C:5]=1[C:19]1[N:23]([C@H:24]2[CH2:28][CH2:27][O:26][CH2:25]2)[N:22]=[CH:21][C:20]=1[C:29]([O:31][CH2:32][CH3:33])=[O:30])([O-:3])=[O:2].Br[C:35]1[C:36]([CH3:46])=[N:37][C:38]([O:42][CH:43]([CH3:45])[CH3:44])=[CH:39][C:40]=1[CH3:41].C(=O)([O-])[O-].[Cs+].[Cs+]. Product: [CH:43]([O:42][C:38]1[N:37]=[C:36]([CH3:46])[C:35]([C:8]2[CH:7]=[CH:6][C:5]([C:19]3[N:23]([C@H:24]4[CH2:28][CH2:27][O:26][CH2:25]4)[N:22]=[CH:21][C:20]=3[C:29]([O:31][CH2:32][CH3:33])=[O:30])=[C:4]([N+:1]([O-:3])=[O:2])[CH:9]=2)=[C:40]([CH3:41])[CH:39]=1)([CH3:45])[CH3:44]. The catalyst class is: 70.